Dataset: TCR-epitope binding with 47,182 pairs between 192 epitopes and 23,139 TCRs. Task: Binary Classification. Given a T-cell receptor sequence (or CDR3 region) and an epitope sequence, predict whether binding occurs between them. (1) The epitope is HSKKKCDEL. The TCR CDR3 sequence is CASSSRQGGTGELFF. Result: 1 (the TCR binds to the epitope). (2) The epitope is IVDTVSALV. The TCR CDR3 sequence is CASSLGLAGALVTYEQYF. Result: 1 (the TCR binds to the epitope).